From a dataset of Full USPTO retrosynthesis dataset with 1.9M reactions from patents (1976-2016). Predict the reactants needed to synthesize the given product. (1) Given the product [O:1]1[C:5]([C:6]([N:36]2[CH2:37][CH2:38][CH:33]([C:30]3[CH:31]=[CH:32][C:27]([N:26]4[CH2:25][C@H:24]([CH2:40][NH:41][C:42](=[O:44])[CH3:43])[O:23][C:22]4=[O:21])=[CH:28][C:29]=3[F:39])[CH2:34][CH2:35]2)=[O:8])=[CH:4][CH:3]=[N:2]1, predict the reactants needed to synthesize it. The reactants are: [O:1]1[C:5]([C:6]([OH:8])=O)=[CH:4][CH:3]=[N:2]1.C(N1C=CN=C1)(N1C=CN=C1)=O.[O:21]=[C:22]1[N:26]([C:27]2[CH:32]=[CH:31][C:30]([CH:33]3[CH2:38][CH2:37][NH:36][CH2:35][CH2:34]3)=[C:29]([F:39])[CH:28]=2)[CH2:25][C@H:24]([CH2:40][NH:41][C:42](=[O:44])[CH3:43])[O:23]1. (2) The reactants are: [Br:1][C:2]1[C:7]([C:8]2[C:13]([F:14])=[CH:12][C:11]([F:15])=[CH:10][C:9]=2[F:16])=[C:6](Br)[N:5]2[N:18]=[CH:19][N:20]=[C:4]2[N:3]=1.Cl.[F:22][C:23]([F:28])([F:27])[C@@H:24]([NH2:26])[CH3:25].C(N(C(C)C)CC)(C)C.O. Given the product [Br:1][C:2]1[C:7]([C:8]2[C:13]([F:14])=[CH:12][C:11]([F:15])=[CH:10][C:9]=2[F:16])=[C:6]([NH:26][C@@H:24]([CH3:25])[C:23]([F:28])([F:27])[F:22])[N:5]2[N:18]=[CH:19][N:20]=[C:4]2[N:3]=1, predict the reactants needed to synthesize it. (3) Given the product [C:1]([C:5]1[CH:10]=[C:9]([S:11][C:17]2([S:11][C:9]3[CH:8]=[C:7]([C:12]([CH3:13])([CH3:14])[CH3:15])[C:6]([OH:16])=[C:5]([C:1]([CH3:4])([CH3:3])[CH3:2])[CH:10]=3)[CH2:23][CH2:22][CH2:21][CH2:20][CH2:19][CH2:18]2)[CH:8]=[C:7]([C:12]([CH3:15])([CH3:14])[CH3:13])[C:6]=1[OH:16])([CH3:4])([CH3:3])[CH3:2], predict the reactants needed to synthesize it. The reactants are: [C:1]([C:5]1[CH:10]=[C:9]([SH:11])[CH:8]=[C:7]([C:12]([CH3:15])([CH3:14])[CH3:13])[C:6]=1[OH:16])([CH3:4])([CH3:3])[CH3:2].[C:17]1(=O)[CH2:23][CH2:22][CH2:21][CH2:20][CH2:19][CH2:18]1.Cl. (4) The reactants are: [CH2:1]([N:8]([CH2:21][C:22]1[CH:39]=[CH:38][C:25]([O:26][C:27]2[CH:32]=[CH:31][C:30]([CH2:33][CH2:34][C:35](O)=[O:36])=[CH:29][CH:28]=2)=[CH:24][CH:23]=1)[C:9]1[CH:14]=[CH:13][CH:12]=[C:11]([NH:15][S:16]([CH3:19])(=[O:18])=[O:17])[C:10]=1[CH3:20])[C:2]1[CH:7]=[CH:6][CH:5]=[CH:4][CH:3]=1.[CH2:40]([CH2:42][NH2:43])[OH:41]. Given the product [CH2:1]([N:8]([CH2:21][C:22]1[CH:23]=[CH:24][C:25]([O:26][C:27]2[CH:28]=[CH:29][C:30]([CH2:33][CH2:34][C:35]([NH:43][CH2:42][CH2:40][OH:41])=[O:36])=[CH:31][CH:32]=2)=[CH:38][CH:39]=1)[C:9]1[CH:14]=[CH:13][CH:12]=[C:11]([NH:15][S:16]([CH3:19])(=[O:17])=[O:18])[C:10]=1[CH3:20])[C:2]1[CH:3]=[CH:4][CH:5]=[CH:6][CH:7]=1, predict the reactants needed to synthesize it.